Dataset: hERG potassium channel inhibition data for cardiac toxicity prediction from Karim et al.. Task: Regression/Classification. Given a drug SMILES string, predict its toxicity properties. Task type varies by dataset: regression for continuous values (e.g., LD50, hERG inhibition percentage) or binary classification for toxic/non-toxic outcomes (e.g., AMES mutagenicity, cardiotoxicity, hepatotoxicity). Dataset: herg_karim. (1) The drug is Cc1cc(C(=O)N[C@@H]2CC(C)(C)Oc3nc(-c4ccc(Cl)cc4Cl)c(-c4ccc(Cl)cc4)cc32)[nH]n1. The result is 1 (blocker). (2) The result is 1 (blocker). The drug is Cc1oc(-c2cccc(Cl)c2)nc1CCOc1cccc(C[C@@H]2C(=O)N(c3ccc(C(C)(C)C)cc3)[C@@H]2C(=O)O)c1.